This data is from NCI-60 drug combinations with 297,098 pairs across 59 cell lines. The task is: Regression. Given two drug SMILES strings and cell line genomic features, predict the synergy score measuring deviation from expected non-interaction effect. Drug 1: C1CCN(CC1)CCOC2=CC=C(C=C2)C(=O)C3=C(SC4=C3C=CC(=C4)O)C5=CC=C(C=C5)O. Drug 2: CC12CCC(CC1=CCC3C2CCC4(C3CC=C4C5=CN=CC=C5)C)O. Cell line: NCI-H460. Synergy scores: CSS=2.07, Synergy_ZIP=5.26, Synergy_Bliss=9.23, Synergy_Loewe=5.47, Synergy_HSA=5.07.